This data is from Catalyst prediction with 721,799 reactions and 888 catalyst types from USPTO. The task is: Predict which catalyst facilitates the given reaction. (1) Reactant: [CH:1]1[C:6]([C:7]2[CH:12]=[CH:11][C:10]3[C:13]([O:15][C:16](=O)[C:9]=3[CH:8]=2)=[O:14])=[CH:5][C:4]2[C:18]([O:20][C:21](=O)[C:3]=2[CH:2]=1)=[O:19].[H-].[H-].[H-].[H-].[Li+].[Al+3].[OH-].[Na+].O. Product: [OH:15][CH2:16][C:9]1[CH:8]=[C:7]([C:6]2[CH:1]=[CH:2][C:3]([CH2:21][OH:20])=[C:4]([CH2:18][OH:19])[CH:5]=2)[CH:12]=[CH:11][C:10]=1[CH2:13][OH:14]. The catalyst class is: 1. (2) The catalyst class is: 59. Reactant: Cl.[O:2]1[C:6]2[CH:7]=[CH:8][C:9]([C:11]3[S:19][C:18]4[C:17](=[O:20])[N:16]([CH:21]5[CH2:26][CH2:25][NH:24][CH2:23][CH2:22]5)[C:15](=[O:27])[N:14]([CH2:28][C:29]5[N:30]=[N:31][N:32]([CH2:34][CH3:35])[N:33]=5)[C:13]=4[CH:12]=3)=[CH:10][C:5]=2[O:4][CH2:3]1.[CH2:36]([O:38][C:39]1[C:48]([O:49][CH3:50])=[CH:47][C:46]2[C:45]([C:51]3[CH:52]=[C:53]([CH:57]=[CH:58][CH:59]=3)[C:54](O)=[O:55])=[N:44][C@@H:43]3[CH2:60][CH2:61][S:62][CH2:63][C@@H:42]3[C:41]=2[CH:40]=1)[CH3:37].CN(C(ON1N=NC2C=CC=CC1=2)=[N+](C)C)C.F[P-](F)(F)(F)(F)F.CCN(C(C)C)C(C)C. Product: [O:2]1[C:6]2[CH:7]=[CH:8][C:9]([C:11]3[S:19][C:18]4[C:17](=[O:20])[N:16]([CH:21]5[CH2:22][CH2:23][N:24]([C:54]([C:53]6[CH:57]=[CH:58][CH:59]=[C:51]([C:45]7[C:46]8[CH:47]=[C:48]([O:49][CH3:50])[C:39]([O:38][CH2:36][CH3:37])=[CH:40][C:41]=8[C@H:42]8[CH2:63][S:62][CH2:61][CH2:60][C@H:43]8[N:44]=7)[CH:52]=6)=[O:55])[CH2:25][CH2:26]5)[C:15](=[O:27])[N:14]([CH2:28][C:29]5[N:30]=[N:31][N:32]([CH2:34][CH3:35])[N:33]=5)[C:13]=4[CH:12]=3)=[CH:10][C:5]=2[O:4][CH2:3]1. (3) Reactant: Cl([O-])=[O:2].[Na+].[F:5][C:6]([F:26])([C:20]1[CH:25]=[CH:24][CH:23]=[CH:22][CH:21]=1)[CH2:7][NH:8][C:9]1[C:10]([F:19])=[C:11]([CH2:16][CH:17]=[O:18])[C:12]([Cl:15])=[CH:13][CH:14]=1.Cl. Product: [F:26][C:6]([F:5])([C:20]1[CH:21]=[CH:22][CH:23]=[CH:24][CH:25]=1)[CH2:7][NH:8][C:9]1[C:10]([F:19])=[C:11]([CH2:16][C:17]([OH:2])=[O:18])[C:12]([Cl:15])=[CH:13][CH:14]=1. The catalyst class is: 374. (4) Reactant: [CH3:1][O:2][CH2:3][CH2:4][O:5][C:6]1[CH:14]=[CH:13][C:9]([C:10]([OH:12])=O)=[CH:8][CH:7]=1.CN(C(ON1N=NC2C=CC=NC1=2)=[N+](C)C)C.F[P-](F)(F)(F)(F)F.CN1CCOCC1.[CH3:46][O:47][C:48]1[C:49]2[N:62]=[C:61]([NH2:63])[S:60][C:50]=2[C:51]([N:54]2[CH2:59][CH2:58][O:57][CH2:56][CH2:55]2)=[N:52][CH:53]=1. Product: [CH3:1][O:2][CH2:3][CH2:4][O:5][C:6]1[CH:7]=[CH:8][C:9]([C:10]([NH:63][C:61]2[S:60][C:50]3[C:51]([N:54]4[CH2:59][CH2:58][O:57][CH2:56][CH2:55]4)=[N:52][CH:53]=[C:48]([O:47][CH3:46])[C:49]=3[N:62]=2)=[O:12])=[CH:13][CH:14]=1. The catalyst class is: 1. (5) Reactant: [C:1]([Si:5]([CH3:24])([CH3:23])[O:6][C:7]1[C:8]([F:22])=[C:9](/[CH:14]=[N:15]/[S@@:16]([C:18]([CH3:21])([CH3:20])[CH3:19])=[O:17])[CH:10]=[CH:11][C:12]=1[Cl:13])([CH3:4])([CH3:3])[CH3:2].[CH2:25]([Mg]Br)[CH3:26]. Product: [C:1]([Si:5]([CH3:24])([CH3:23])[O:6][C:7]1[C:8]([F:22])=[C:9]([C@H:14]([NH:15][S@@:16]([C:18]([CH3:21])([CH3:20])[CH3:19])=[O:17])[CH2:25][CH3:26])[CH:10]=[CH:11][C:12]=1[Cl:13])([CH3:4])([CH3:3])[CH3:2]. The catalyst class is: 1. (6) Reactant: [F:1][C:2]1[CH:7]=[CH:6][C:5]([S:8](Cl)(=[O:10])=[O:9])=[CH:4][CH:3]=1.[CH3:12][NH:13][CH3:14].O.C(OCC)(=O)C. Product: [F:1][C:2]1[CH:7]=[CH:6][C:5]([S:8]([N:13]([CH3:14])[CH3:12])(=[O:10])=[O:9])=[CH:4][CH:3]=1. The catalyst class is: 1.